From a dataset of Full USPTO retrosynthesis dataset with 1.9M reactions from patents (1976-2016). Predict the reactants needed to synthesize the given product. (1) Given the product [CH:37]([C:7]1[CH:8]=[CH:9][C:10]2[C@H:19]3[C@H:15]([CH2:16][N:17]([C:20]([O:22][C:23]([CH3:25])([CH3:24])[CH3:26])=[O:21])[CH2:18]3)[O:14][CH2:13][C:11]=2[CH:12]=1)=[CH2:38], predict the reactants needed to synthesize it. The reactants are: FC(F)(F)S(O[C:7]1[CH:8]=[CH:9][C:10]2[C@H:19]3[C@H:15]([CH2:16][N:17]([C:20]([O:22][C:23]([CH3:26])([CH3:25])[CH3:24])=[O:21])[CH2:18]3)[O:14][CH2:13][C:11]=2[CH:12]=1)(=O)=O.C(=O)([O-])[O-].[K+].[K+].CO[CH2:37][CH2:38]OC.O. (2) Given the product [CH2:41]([S:42]([N:5]1[CH2:6][CH2:7][C@@H:2]([CH3:1])[C@@H:3]([N:8]2[C:17]3[C:12](=[CH:13][N:14]=[C:15]4[N:20]([CH2:21][O:22][CH2:23][CH2:24][Si:25]([CH3:28])([CH3:27])[CH3:26])[CH:19]=[CH:18][C:16]4=3)[C:11](=[O:29])[CH:10]=[CH:9]2)[CH2:4]1)(=[O:44])=[O:43])[CH:40]([CH3:46])[CH3:39], predict the reactants needed to synthesize it. The reactants are: [CH3:1][C@@H:2]1[CH2:7][CH2:6][NH:5][CH2:4][C@@H:3]1[N:8]1[C:17]2[C:12](=[CH:13][N:14]=[C:15]3[N:20]([CH2:21][O:22][CH2:23][CH2:24][Si:25]([CH3:28])([CH3:27])[CH3:26])[CH:19]=[CH:18][C:16]3=2)[C:11](=[O:29])[CH:10]=[CH:9]1.C(N(CC)C(C)C)(C)C.[CH3:39][CH:40]([CH3:46])[CH2:41][S:42](Cl)(=[O:44])=[O:43].O. (3) The reactants are: [OH2:1].Cl.[CH3:3][C:4]1[CH:9]=[CH:8][C:7]([NH:10][NH2:11])=[CH:6][CH:5]=1.[OH-:12].[Na+]. Given the product [CH3:6][C:5]1[N:10]([C:7]2[CH:8]=[CH:9][C:4]([CH3:3])=[CH:5][CH:6]=2)[N:11]=[CH:3][C:4]=1[C:9]([OH:12])=[O:1], predict the reactants needed to synthesize it. (4) Given the product [Br:18][C:19]1[C:20](=[O:33])[N:21]([C:27]2[CH:32]=[CH:31][CH:30]=[CH:29][CH:28]=2)[N:22]([CH3:26])[C:23]=1[CH2:24][N:14]1[CH2:13][CH2:12][C:11]2([N:7]([C:1]3[CH:6]=[CH:5][CH:4]=[CH:3][CH:2]=3)[CH2:8][CH2:9][C:10]2=[O:17])[CH2:16][CH2:15]1, predict the reactants needed to synthesize it. The reactants are: [C:1]1([N:7]2[C:11]3([CH2:16][CH2:15][NH:14][CH2:13][CH2:12]3)[C:10](=[O:17])[CH2:9][CH2:8]2)[CH:6]=[CH:5][CH:4]=[CH:3][CH:2]=1.[Br:18][C:19]1[C:20](=[O:33])[N:21]([C:27]2[CH:32]=[CH:31][CH:30]=[CH:29][CH:28]=2)[N:22]([CH3:26])[C:23]=1[CH2:24]Br.CCN(C(C)C)C(C)C.